This data is from Forward reaction prediction with 1.9M reactions from USPTO patents (1976-2016). The task is: Predict the product of the given reaction. (1) Given the reactants CO[C:3]([C:5]1[N:6]([CH3:22])[N:7]=[C:8]2[C:13]=1[CH:12]=[CH:11][CH:10]=[C:9]2[C:14]1[CH:19]=[CH:18][C:17]([Cl:20])=[CH:16][C:15]=1[Cl:21])=[O:4].[C-]#N.[K+].[CH2:26]([CH2:28][NH2:29])[OH:27], predict the reaction product. The product is: [OH:27][CH2:26][CH2:28][NH:29][C:3]([C:5]1[N:6]([CH3:22])[N:7]=[C:8]2[C:13]=1[CH:12]=[CH:11][CH:10]=[C:9]2[C:14]1[CH:19]=[CH:18][C:17]([Cl:20])=[CH:16][C:15]=1[Cl:21])=[O:4]. (2) Given the reactants [CH3:1][C:2]1[S:6][C:5]([CH2:7][NH2:8])=[CH:4][CH:3]=1.F[C:10]1[CH:18]=[N:17][CH:16]=[CH:15][C:11]=1[C:12]([OH:14])=[O:13], predict the reaction product. The product is: [CH3:1][C:2]1[S:6][C:5]([CH2:7][NH:8][C:15]2[CH:16]=[N:17][CH:18]=[CH:10][C:11]=2[C:12]([OH:14])=[O:13])=[CH:4][CH:3]=1. (3) Given the reactants [NH2:1][CH2:2][CH2:3][CH2:4][C@H:5]([NH:9][C:10]([C:12]1[S:13][C:14]([CH:17]([C:25]2[CH:30]=[CH:29][CH:28]=[C:27]([F:31])[CH:26]=2)[C:18]2[CH:23]=[CH:22][CH:21]=[C:20]([F:24])[CH:19]=2)=[CH:15][CH:16]=1)=[O:11])[C:6]([OH:8])=[O:7].[C:32]([OH:38])([C:34]([F:37])([F:36])[F:35])=[O:33].C(O)C.Cl.[C:43](=[NH:46])(O)[CH3:44], predict the reaction product. The product is: [F:31][C:27]1[CH:26]=[C:25]([CH:17]([C:18]2[CH:23]=[CH:22][CH:21]=[C:20]([F:24])[CH:19]=2)[C:14]2[S:13][C:12]([C:10]([NH:9][C@@H:5]([CH2:4][CH2:3][CH2:2][NH:1][C:43](=[NH:46])[CH3:44])[C:6]([OH:8])=[O:7])=[O:11])=[CH:16][CH:15]=2)[CH:30]=[CH:29][CH:28]=1.[C:32]([OH:38])([C:34]([F:37])([F:36])[F:35])=[O:33].